From a dataset of NCI-60 drug combinations with 297,098 pairs across 59 cell lines. Regression. Given two drug SMILES strings and cell line genomic features, predict the synergy score measuring deviation from expected non-interaction effect. Synergy scores: CSS=6.22, Synergy_ZIP=-2.70, Synergy_Bliss=3.62, Synergy_Loewe=-5.71, Synergy_HSA=2.21. Drug 2: C1=CC=C(C(=C1)C(C2=CC=C(C=C2)Cl)C(Cl)Cl)Cl. Drug 1: CC12CCC(CC1=CCC3C2CCC4(C3CC=C4C5=CN=CC=C5)C)O. Cell line: OVCAR3.